From a dataset of Forward reaction prediction with 1.9M reactions from USPTO patents (1976-2016). Predict the product of the given reaction. (1) Given the reactants Br[C:2]1[N:6]2[C:7]([C:11]([O:13][CH3:14])=[O:12])=[CH:8][CH:9]=[CH:10][C:5]2=[N:4][C:3]=1[C:15]1[CH:20]=[CH:19][C:18]([C:21]#[N:22])=[CH:17][CH:16]=1.C([O-])([O-])=O.[Cs+].[Cs+].F[B-](F)(F)F.C([PH+](C(C)(C)C)C(C)(C)C)(C)(C)C.C([Sn](CCCC)(CCCC)/[CH:52]=[CH:53]\[O:54][CH2:55][CH3:56])CCC.C([O-])(O)=O.[Na+], predict the reaction product. The product is: [C:21]([C:18]1[CH:19]=[CH:20][C:15]([C:3]2[N:4]=[C:5]3[CH:10]=[CH:9][CH:8]=[C:7]([C:11]([O:13][CH3:14])=[O:12])[N:6]3[C:2]=2/[CH:52]=[CH:53]/[O:54][CH2:55][CH3:56])=[CH:16][CH:17]=1)#[N:22]. (2) Given the reactants Cl.[C:2]1([C:8]2[CH:9]=[C:10]3[C:14](=[C:15]([C:17]([NH2:19])=[O:18])[CH:16]=2)[NH:13][N:12]=[C:11]3[CH:20]2[CH2:25][CH2:24][NH:23][CH2:22][CH2:21]2)[CH:7]=[CH:6][CH:5]=[CH:4][CH:3]=1.[Cl:26][CH2:27][CH2:28][CH2:29][S:30](Cl)(=[O:32])=[O:31].C(N(C(C)C)CC)(C)C, predict the reaction product. The product is: [Cl:26][CH2:27][CH2:28][CH2:29][S:30]([N:23]1[CH2:24][CH2:25][CH:20]([C:11]2[C:10]3[C:14](=[C:15]([C:17]([NH2:19])=[O:18])[CH:16]=[C:8]([C:2]4[CH:3]=[CH:4][CH:5]=[CH:6][CH:7]=4)[CH:9]=3)[NH:13][N:12]=2)[CH2:21][CH2:22]1)(=[O:32])=[O:31]. (3) Given the reactants [CH3:1][N:2]1[CH2:7][CH:6]=[C:5]([C:8]([O:10][CH2:11][CH3:12])=[O:9])[CH2:4][CH2:3]1.[CH3:13][C:14]1[CH:15]=[C:16]([Mg]Br)[CH:17]=[CH:18][CH:19]=1.CCOCC.[Cl-].[NH4+].C(OCC)(=O)C, predict the reaction product. The product is: [CH3:1][N:2]1[CH2:3][CH2:4][CH:5]([C:8]([O:10][CH2:11][CH3:12])=[O:9])[CH:6]([C:18]2[CH:17]=[CH:16][CH:15]=[C:14]([CH3:13])[CH:19]=2)[CH2:7]1. (4) Given the reactants [F:1][C:2]([F:31])([F:30])[S:3]([O:6][C:7]1[CH:12]=[CH:11][CH:10]=[C:9]([C:13]2([C:23]3[CH:28]=[CH:27][CH:26]=[C:25](Br)[CH:24]=3)[C:17]3=[N:18][CH2:19][CH2:20][CH2:21][N:16]3[C:15]([NH2:22])=[N:14]2)[CH:8]=1)(=[O:5])=[O:4].[Cl:32][C:33]1[CH:34]=[C:35](B(O)O)[CH:36]=[CH:37][CH:38]=1.C(=O)([O-])[O-].[K+].[K+].C(OCC)(=O)C, predict the reaction product. The product is: [F:1][C:2]([F:31])([F:30])[S:3]([O:6][C:7]1[CH:12]=[CH:11][CH:10]=[C:9]([C:13]2([C:23]3[CH:24]=[C:25]([C:37]4[CH:36]=[CH:35][CH:34]=[C:33]([Cl:32])[CH:38]=4)[CH:26]=[CH:27][CH:28]=3)[C:17]3=[N:18][CH2:19][CH2:20][CH2:21][N:16]3[C:15]([NH2:22])=[N:14]2)[CH:8]=1)(=[O:5])=[O:4]. (5) Given the reactants C([O:3][C:4]([C:6]1[CH:7]2[N:23]([C:24]([O:26][C:27]([CH3:30])([CH3:29])[CH3:28])=[O:25])[CH:11]([CH2:12][C:13]=1[C:14]1[S:15][CH:16]=[C:17]([CH2:19][CH2:20][CH2:21][OH:22])[N:18]=1)[CH2:10][N:9]([C:31]([O:33][C:34]([CH3:37])([CH3:36])[CH3:35])=[O:32])[CH2:8]2)=[O:5])C.[OH-].[Na+].Cl.N1C=CN=C1.[CH3:46][C:47]([Si:50](Cl)([CH3:52])[CH3:51])([CH3:49])[CH3:48].[NH4+].[Cl-].C([O-])([O-])=O.[K+].[K+], predict the reaction product. The product is: [C:34]([O:33][C:31]([N:9]1[CH2:8][CH:7]2[N:23]([C:24]([O:26][C:27]([CH3:28])([CH3:29])[CH3:30])=[O:25])[CH:11]([CH2:12][C:13]([C:14]3[S:15][CH:16]=[C:17]([CH2:19][CH2:20][CH2:21][O:22][Si:50]([C:47]([CH3:49])([CH3:48])[CH3:46])([CH3:52])[CH3:51])[N:18]=3)=[C:6]2[C:4]([OH:3])=[O:5])[CH2:10]1)=[O:32])([CH3:35])([CH3:37])[CH3:36]. (6) The product is: [F:30][C:27]1[CH:28]=[CH:29][C:24]([C:16]2[N:15]([CH:31]([CH3:33])[CH3:32])[N:14]=[C:13]3[C:17]=2[CH2:18][CH2:19][NH:10][CH2:11][CH2:12]3)=[CH:25][CH:26]=1. Given the reactants C(OC(=O)[NH:10][CH2:11][CH2:12][C:13]1[C:17]([CH2:18][CH:19]2OCCO2)=[C:16]([C:24]2[CH:29]=[CH:28][C:27]([F:30])=[CH:26][CH:25]=2)[N:15]([CH:31]([CH3:33])[CH3:32])[N:14]=1)C1C=CC=CC=1.Cl.N#N, predict the reaction product. (7) Given the reactants [CH3:1][O:2][C:3](=[O:10])[CH2:4][C@@H:5]([CH3:9])[C:6]([OH:8])=[O:7].O(C(O[C:15]([CH3:18])([CH3:17])[CH3:16])=O)C(O[C:15]([CH3:18])([CH3:17])[CH3:16])=O, predict the reaction product. The product is: [CH3:1][O:2][C:3](=[O:10])[CH2:4][C@@H:5]([CH3:9])[C:6]([O:8][C:15]([CH3:18])([CH3:17])[CH3:16])=[O:7].